From a dataset of Full USPTO retrosynthesis dataset with 1.9M reactions from patents (1976-2016). Predict the reactants needed to synthesize the given product. Given the product [C:1]([O:5][C:6](=[O:37])[CH2:7][O:8][C:9]1[C:14]2[CH2:15][CH2:16][CH2:17][CH2:18][CH:19]([N:20]([S:21]([C:24]3[CH:29]=[C:28]([C:30]([F:31])([F:32])[F:33])[CH:27]=[C:26]([CH:34]([CH3:35])[CH3:36])[CH:25]=3)(=[O:23])=[O:22])[CH3:38])[C:13]=2[CH:12]=[CH:11][CH:10]=1)([CH3:4])([CH3:3])[CH3:2], predict the reactants needed to synthesize it. The reactants are: [C:1]([O:5][C:6](=[O:37])[CH2:7][O:8][C:9]1[C:14]2[CH2:15][CH2:16][CH2:17][CH2:18][CH:19]([NH:20][S:21]([C:24]3[CH:29]=[C:28]([C:30]([F:33])([F:32])[F:31])[CH:27]=[C:26]([CH:34]([CH3:36])[CH3:35])[CH:25]=3)(=[O:23])=[O:22])[C:13]=2[CH:12]=[CH:11][CH:10]=1)([CH3:4])([CH3:3])[CH3:2].[C:38]([O-])([O-])=O.[K+].[K+].CI.